From a dataset of Reaction yield outcomes from USPTO patents with 853,638 reactions. Predict the reaction yield, written as a fraction of the theoretical maximum amount of product (1.0 means a 100% yield; for example, 0.34 means a 34% yield). (1) The reactants are O[CH2:2][CH2:3][CH2:4][N:5]([CH3:13])[C:6](=[O:12])[O:7][C:8]([CH3:11])([CH3:10])[CH3:9].C(N(CC)CC)C.CS(Cl)(=O)=O.[CH:26]([NH2:29])([CH3:28])[CH3:27].C(=O)([O-])O.[Na+]. The catalyst is ClCCl. The product is [CH:26]([NH:29][CH2:2][CH2:3][CH2:4][N:5]([CH3:13])[C:6](=[O:12])[O:7][C:8]([CH3:11])([CH3:10])[CH3:9])([CH3:28])[CH3:27]. The yield is 0.730. (2) The reactants are [C:1]([O:3][CH2:4][CH3:5])#[CH:2].B.O1CCCC1.I[C:13]1[CH:18]=[CH:17][C:16]([C:19]([F:22])([F:21])[F:20])=[CH:15][CH:14]=1.[OH-].[Na+]. The catalyst is C1COCC1.CCOC(C)=O.C([O-])(=O)C.[Pd+2].C([O-])(=O)C.C1(P(C2C=CC=CC=2)C2C=CC=CC=2)C=CC=CC=1. The product is [CH2:1]([O:3][CH:4]=[CH:5][C:13]1[CH:18]=[CH:17][C:16]([C:19]([F:22])([F:21])[F:20])=[CH:15][CH:14]=1)[CH3:2]. The yield is 0.600. (3) The reactants are [O:1]=[C:2]([C:6]1[CH:11]=[CH:10][CH:9]=[CH:8][CH:7]=1)[CH2:3][C:4]#[N:5].[Cl:12][C:13]1[CH:14]=[C:15]([CH:17]=[CH:18][C:19]=1[O:20][CH3:21])[NH2:16]. The catalyst is C(O)C. The product is [Cl:12][C:13]1[CH:14]=[C:15]([NH:16][C:4](=[NH:5])[CH2:3][C:2](=[O:1])[C:6]2[CH:7]=[CH:8][CH:9]=[CH:10][CH:11]=2)[CH:17]=[CH:18][C:19]=1[O:20][CH3:21]. The yield is 0.180. (4) The reactants are [CH2:1]([O:3][C:4]1[C:9]([NH:10][C:11](=[O:18])OCC(Cl)(Cl)Cl)=[CH:8][N:7]=[CH:6][N:5]=1)[CH3:2].[C:19]1([C:25]2[N:26]=[C:27]([N:30]3[CH2:35][CH2:34][NH:33][CH2:32][CH2:31]3)[S:28][CH:29]=2)[CH:24]=[CH:23][CH:22]=[CH:21][CH:20]=1.C(N(C(C)C)CC)(C)C.CS(C)=O. The catalyst is O. The product is [CH2:1]([O:3][C:4]1[C:9]([NH:10][C:11]([N:33]2[CH2:34][CH2:35][N:30]([C:27]3[S:28][CH:29]=[C:25]([C:19]4[CH:24]=[CH:23][CH:22]=[CH:21][CH:20]=4)[N:26]=3)[CH2:31][CH2:32]2)=[O:18])=[CH:8][N:7]=[CH:6][N:5]=1)[CH3:2]. The yield is 0.432. (5) The reactants are [NH2:1][C:2]1[CH:3]=[N:4][O:5][C:6]=1[CH3:7].N1C=CC=CC=1.Cl[C:15]([O:17][C:18]1[CH:23]=[CH:22][CH:21]=[CH:20][CH:19]=1)=[O:16]. The catalyst is C1COCC1.C(OCC)(=O)C. The product is [CH3:7][C:6]1[O:5][N:4]=[CH:3][C:2]=1[NH:1][C:15](=[O:16])[O:17][C:18]1[CH:23]=[CH:22][CH:21]=[CH:20][CH:19]=1. The yield is 0.640. (6) The reactants are Cl[C:2]1[CH:7]=[CH:6][N:5]=[C:4]2[CH:8]=[C:9]([S:11]([N:14]([O:16][CH3:17])[CH3:15])(=[O:13])=[O:12])[S:10][C:3]=12.[F:18][C:19]1[CH:24]=[C:23]([N+:25]([O-:27])=[O:26])[CH:22]=[CH:21][C:20]=1[OH:28].C([O-])([O-])=O.[K+].[K+]. The catalyst is C1(OC2C=CC=CC=2)C=CC=CC=1.C(Cl)Cl. The product is [F:18][C:19]1[CH:24]=[C:23]([N+:25]([O-:27])=[O:26])[CH:22]=[CH:21][C:20]=1[O:28][C:2]1[CH:7]=[CH:6][N:5]=[C:4]2[CH:8]=[C:9]([S:11]([N:14]([O:16][CH3:17])[CH3:15])(=[O:13])=[O:12])[S:10][C:3]=12. The yield is 0.400. (7) The reactants are C[O:2][C:3]1[CH:12]=[CH:11][C:6]2[NH:7][C:8](=[O:10])[NH:9][C:5]=2[CH:4]=1.[OH-].[Na+]. The catalyst is I. The product is [OH:2][C:3]1[CH:12]=[CH:11][C:6]2[NH:7][C:8](=[O:10])[NH:9][C:5]=2[CH:4]=1. The yield is 0.800. (8) The reactants are Cl[CH2:2][C:3]1[C:4]([S:9][CH:10]2[CH2:13][CH2:12][CH2:11]2)=[N:5][CH:6]=[CH:7][CH:8]=1.C([O:16][C:17](=[O:28])[CH2:18][CH2:19][C:20]1[CH:25]=[CH:24][C:23]([OH:26])=[C:22]([Cl:27])[CH:21]=1)C. No catalyst specified. The product is [Cl:27][C:22]1[CH:21]=[C:20]([CH2:19][CH2:18][C:17]([OH:28])=[O:16])[CH:25]=[CH:24][C:23]=1[O:26][CH2:2][C:3]1[C:4]([S:9][CH:10]2[CH2:13][CH2:12][CH2:11]2)=[N:5][CH:6]=[CH:7][CH:8]=1. The yield is 0.730. (9) The reactants are [C:1]([C:4]1[C:9]([C:10]2[CH:15]=[CH:14][CH:13]=[CH:12][CH:11]=2)=[N:8][N:7]([CH2:16][CH3:17])[C:6](=[O:18])[C:5]=1[N+:19]([O-])=O)(=[O:3])[CH3:2].N[C:23]1[CH:28]=[CH:27][C:26]([N+:29]([O-:31])=[O:30])=[CH:25][N:24]=1. The catalyst is C(O)C. The product is [C:1]([C:4]1[C:9]([C:10]2[CH:11]=[CH:12][CH:13]=[CH:14][CH:15]=2)=[N:8][N:7]([CH2:16][CH3:17])[C:6](=[O:18])[C:5]=1[NH:19][C:23]1[CH:28]=[CH:27][C:26]([N+:29]([O-:31])=[O:30])=[CH:25][N:24]=1)(=[O:3])[CH3:2]. The yield is 0.343. (10) The reactants are [C@@H:1]1([N:8]2[C:16](=[O:17])[C:15]3[C:10](=[CH:11][CH:12]=[CH:13][CH:14]=3)[C:9]2=[O:18])[CH2:7][CH2:6][CH2:5]CC=[CH:2]1.[Br:19]N1C(=O)CCC1=O.[CH2:27]([OH:29])[CH3:28]. The catalyst is C(Cl)(Cl)Cl. The product is [Br:19][C@@H:2]1[C@@H:27]([OH:29])[CH2:28][CH2:5][CH2:6][CH2:7][C@H:1]1[N:8]1[C:16](=[O:17])[C:15]2[C:10](=[CH:11][CH:12]=[CH:13][CH:14]=2)[C:9]1=[O:18]. The yield is 0.696.